This data is from Full USPTO retrosynthesis dataset with 1.9M reactions from patents (1976-2016). The task is: Predict the reactants needed to synthesize the given product. (1) The reactants are: [ClH:1].[F:2][CH:3]1[CH:8]([O:9][C:10]2[CH:15]=[CH:14][C:13]([N+:16]([O-:18])=[O:17])=[CH:12][CH:11]=2)[CH2:7][CH2:6][N:5](C(OC(C)(C)C)=O)[CH2:4]1. Given the product [ClH:1].[F:2][CH:3]1[CH:8]([O:9][C:10]2[CH:11]=[CH:12][C:13]([N+:16]([O-:18])=[O:17])=[CH:14][CH:15]=2)[CH2:7][CH2:6][NH:5][CH2:4]1, predict the reactants needed to synthesize it. (2) Given the product [ClH:35].[ClH:35].[ClH:35].[CH3:1][N:2]1[C:10]2[C:5](=[CH:6][C:7]([CH3:11])=[CH:8][CH:9]=2)[C:4]([C:12]([N:14]2[CH2:15][CH2:16][N:17]([C:20]3[N:21]=[CH:22][C:23]([C:26]([NH:54][CH2:53][CH2:52][C:51]4[S:50][CH:49]=[N:48][C:47]=4[CH3:46])=[O:28])=[N:24][CH:25]=3)[CH2:18][CH2:19]2)=[O:13])=[C:3]1[C:29]1[CH:34]=[CH:33][CH:32]=[CH:31][CH:30]=1, predict the reactants needed to synthesize it. The reactants are: [CH3:1][N:2]1[C:10]2[C:5](=[CH:6][C:7]([CH3:11])=[CH:8][CH:9]=2)[C:4]([C:12]([N:14]2[CH2:19][CH2:18][N:17]([C:20]3[N:21]=[CH:22][C:23]([C:26]([OH:28])=O)=[N:24][CH:25]=3)[CH2:16][CH2:15]2)=[O:13])=[C:3]1[C:29]1[CH:34]=[CH:33][CH:32]=[CH:31][CH:30]=1.[ClH:35].OC1C2N=NNC=2C=CC=1.[CH3:46][C:47]1[N:48]=[CH:49][S:50][C:51]=1[CH2:52][CH2:53][NH2:54]. (3) Given the product [Br:1][C:2]1[CH:7]=[CH:6][C:5]([O:8][S:11]([C:14]2[CH:20]=[CH:19][C:17]([CH3:18])=[CH:16][CH:15]=2)(=[O:13])=[O:12])=[C:4]([O:9][CH3:10])[CH:3]=1, predict the reactants needed to synthesize it. The reactants are: [Br:1][C:2]1[CH:7]=[CH:6][C:5]([OH:8])=[C:4]([O:9][CH3:10])[CH:3]=1.[S:11](Cl)([C:14]1[CH:20]=[CH:19][C:17]([CH3:18])=[CH:16][CH:15]=1)(=[O:13])=[O:12].CCN(CC)CC. (4) Given the product [CH3:30][C:31]1([CH3:47])[C:35]([CH3:37])([CH3:36])[O:34][B:33]([C:7]2[CH2:12][CH2:11][CH:10]([O:13][CH2:14][CH:15]3[CH2:20][CH2:19][N:18]([C:21]([O:23][C:24]([CH3:27])([CH3:26])[CH3:25])=[O:22])[CH2:17][CH2:16]3)[CH2:9][CH:8]=2)[O:32]1, predict the reactants needed to synthesize it. The reactants are: FC(F)(F)S(O[C:7]1[CH2:12][CH2:11][CH:10]([O:13][CH2:14][CH:15]2[CH2:20][CH2:19][N:18]([C:21]([O:23][C:24]([CH3:27])([CH3:26])[CH3:25])=[O:22])[CH2:17][CH2:16]2)[CH2:9][CH:8]=1)(=O)=O.[CH3:30][C:31]1([CH3:47])[C:35]([CH3:37])([CH3:36])[O:34][B:33]([B:33]2[O:34][C:35]([CH3:37])([CH3:36])[C:31]([CH3:47])([CH3:30])[O:32]2)[O:32]1.C([O-])(=O)C.[K+].